This data is from Catalyst prediction with 721,799 reactions and 888 catalyst types from USPTO. The task is: Predict which catalyst facilitates the given reaction. (1) Reactant: [CH3:1][O:2][C:3]1[CH:4]=[C:5]2[C:10](=[CH:11][CH:12]=1)[C:9]([Cl:13])=[N:8][CH:7]=[CH:6]2.[Br:14]N1C(=O)CCC1=O. Product: [Br:14][C:4]1[C:3]([O:2][CH3:1])=[CH:12][CH:11]=[C:10]2[C:5]=1[CH:6]=[CH:7][N:8]=[C:9]2[Cl:13]. The catalyst class is: 10. (2) Reactant: [BH4-].[Na+].C(O)(C(F)(F)F)=O.[Cl:10][C:11]1[C:18]([F:19])=[CH:17][CH:16]=[CH:15][C:12]=1[C:13]#[N:14]. Product: [ClH:10].[Cl:10][C:11]1[C:18]([F:19])=[CH:17][CH:16]=[CH:15][C:12]=1[CH2:13][NH2:14]. The catalyst class is: 1. (3) Reactant: [C:1](#[N:3])[CH3:2].[CH2:4]([C@@H:6]1[O:8][CH2:7]1)Cl.[C:9]1([S:15](N)(=[O:17])=[O:16])[CH:14]=[CH:13][CH:12]=[CH:11][CH:10]=1.[C:19](=O)([O-])[O-:20].[Cs+].[Cs+]. Product: [O:20]1[CH2:19][CH:2]1[CH2:1][N:3]([CH2:4][CH:6]1[CH2:7][O:8]1)[S:15]([C:9]1[CH:14]=[CH:13][CH:12]=[CH:11][CH:10]=1)(=[O:17])=[O:16]. The catalyst class is: 6. (4) Reactant: Cl.[CH2:2]([N:9]([CH2:11][C@H:12]([NH:21][C:22]1[N:23]=[CH:24][C:25](/[CH:28]=[CH:29]/[C:30]([NH:32][O:33]C2CCCCO2)=[O:31])=[N:26][CH:27]=1)[CH2:13][CH2:14][C:15]1[CH:20]=[CH:19][CH:18]=[CH:17][CH:16]=1)[CH3:10])[C:3]1[CH:8]=[CH:7][CH:6]=[CH:5][CH:4]=1.CCOC(C)=O. Product: [CH2:2]([N:9]([CH2:11][C@H:12]([NH:21][C:22]1[N:23]=[CH:24][C:25](/[CH:28]=[CH:29]/[C:30]([NH:32][OH:33])=[O:31])=[N:26][CH:27]=1)[CH2:13][CH2:14][C:15]1[CH:20]=[CH:19][CH:18]=[CH:17][CH:16]=1)[CH3:10])[C:3]1[CH:4]=[CH:5][CH:6]=[CH:7][CH:8]=1. The catalyst class is: 14. (5) Reactant: [CH2:1]([N:8]1[CH2:13][CH2:12][N:11]([CH2:14][C:15]2[CH:20]=[CH:19][CH:18]=[CH:17][CH:16]=2)[CH2:10][C@@H:9]1[CH:21]=[CH2:22])[C:2]1[CH:7]=[CH:6][CH:5]=[CH:4][CH:3]=1.B1C2CCCC1CCC2.[OH:32]O.[OH-].[Na+]. Product: [CH2:1]([N:8]1[CH2:13][CH2:12][N:11]([CH2:14][C:15]2[CH:20]=[CH:19][CH:18]=[CH:17][CH:16]=2)[CH2:10][C@@H:9]1[CH2:21][CH2:22][OH:32])[C:2]1[CH:3]=[CH:4][CH:5]=[CH:6][CH:7]=1. The catalyst class is: 7. (6) The catalyst class is: 5. Reactant: [CH2:1]([O:8][C:9]([N:11]1[CH2:16][CH2:15][N:14]([C:17]([O:19][C:20]([CH3:23])([CH3:22])[CH3:21])=[O:18])[CH2:13][CH:12]1[C:24]([OH:26])=[O:25])=[O:10])[C:2]1[CH:7]=[CH:6][CH:5]=[CH:4][CH:3]=1.[CH3:27][Si](C=[N+]=[N-])(C)C. Product: [N:11]1([C:9]([O:8][CH2:1][C:2]2[CH:3]=[CH:4][CH:5]=[CH:6][CH:7]=2)=[O:10])[CH2:16][CH2:15][N:14]([C:17]([O:19][C:20]([CH3:22])([CH3:23])[CH3:21])=[O:18])[CH2:13][CH:12]1[C:24]([O:26][CH3:27])=[O:25]. (7) Reactant: [OH:1][CH:2]1[CH2:7][CH2:6][CH2:5][N:4]([CH2:8][C:9]#[N:10])[CH2:3]1. Product: [NH2:10][CH2:9][CH2:8][N:4]1[CH2:5][CH2:6][CH2:7][CH:2]([OH:1])[CH2:3]1. The catalyst class is: 1. (8) Reactant: [Cl:1][C:2]1[CH:3]=[CH:4][C:5]([C:8]([OH:10])=O)=[N:6][CH:7]=1.[NH2:11][C:12]1[CH:13]=[CH:14][C:15]([F:30])=[C:16]([C@:18]2([CH3:29])[CH2:23][C@@H:22]([C:24]([F:27])([F:26])[F:25])[O:21][C:20]([NH2:28])=[N:19]2)[CH:17]=1.[Cl:31][C:32]1[CH:33]=[CH:34][C:35]([C:38]([N:40]2[CH:44]=[CH:43][N:42]=[CH:41]2)=[O:39])=[N:36][CH:37]=1.C([O-])(O)=O.[Na+]. Product: [Cl:31][C:32]1[CH:33]=[CH:34][C:35]([C:38]([N:40]2[CH:44]=[CH:43][N:42]=[CH:41]2)=[O:39])=[N:36][CH:37]=1.[Cl:31][C:32]1[CH:33]=[CH:34][C:35]([C:38]([NH:28][C:20]2[O:21][C@H:22]([C:24]([F:26])([F:27])[F:25])[CH2:23][C@:18]([C:16]3[CH:17]=[C:12]([NH:11][C:8](=[O:10])[C:5]4[CH:4]=[CH:3][C:2]([Cl:1])=[CH:7][N:6]=4)[CH:13]=[CH:14][C:15]=3[F:30])([CH3:29])[N:19]=2)=[O:39])=[N:36][CH:37]=1. The catalyst class is: 1.